Dataset: Catalyst prediction with 721,799 reactions and 888 catalyst types from USPTO. Task: Predict which catalyst facilitates the given reaction. Reactant: [H-].[Na+].[C:3]([CH2:5][C:6]([O:8][C:9]([CH3:12])([CH3:11])[CH3:10])=[O:7])#[N:4].Cl[C:14]1[C:23]2[C:18](=[CH:19][C:20]([O:26][CH2:27][CH2:28][O:29][CH3:30])=[C:21]([O:24][CH3:25])[CH:22]=2)[N:17]=[CH:16][C:15]=1[C:31]#[N:32].O. Product: [C:3]([CH:5]([C:14]1[C:23]2[C:18](=[CH:19][C:20]([O:26][CH2:27][CH2:28][O:29][CH3:30])=[C:21]([O:24][CH3:25])[CH:22]=2)[N:17]=[CH:16][C:15]=1[C:31]#[N:32])[C:6]([O:8][C:9]([CH3:12])([CH3:11])[CH3:10])=[O:7])#[N:4]. The catalyst class is: 640.